The task is: Predict the reactants needed to synthesize the given product.. This data is from Full USPTO retrosynthesis dataset with 1.9M reactions from patents (1976-2016). (1) Given the product [CH3:1][O:2][C:3](=[O:16])[C:4]1[CH:9]=[C:8]([NH2:10])[C:7]([NH:13][CH3:14])=[CH:6][C:5]=1[F:15], predict the reactants needed to synthesize it. The reactants are: [CH3:1][O:2][C:3](=[O:16])[C:4]1[CH:9]=[C:8]([N+:10]([O-])=O)[C:7]([NH:13][CH3:14])=[CH:6][C:5]=1[F:15]. (2) Given the product [NH2:1][C:4]1[CH:5]=[CH:6][CH:7]=[C:8]2[C:13]=1[O:12][C:11]([C:14]1[C:15]([C:20]([F:23])([F:22])[F:21])=[N:16][CH:17]=[CH:18][CH:19]=1)=[CH:10][C:9]2=[O:24], predict the reactants needed to synthesize it. The reactants are: [N+:1]([C:4]1[CH:5]=[CH:6][CH:7]=[C:8]2[C:13]=1[O:12][C:11]([C:14]1[C:15]([C:20]([F:23])([F:22])[F:21])=[N:16][CH:17]=[CH:18][CH:19]=1)=[CH:10][C:9]2=[O:24])([O-])=O.[NH4+].[Cl-].CO. (3) Given the product [F:17][C:13]1[C:12]([O:18][CH3:19])=[CH:11][CH:10]=[C:9]2[C:14]=1[C:15]1[CH2:16][CH:3]([CH2:2][N:27]3[CH2:28][CH2:29][CH:30]([NH:33][C:45]([C:42]4[CH:43]=[CH:44][C:38]5[S:37][CH2:36][C:35](=[O:34])[NH:40][C:39]=5[CH:41]=4)=[O:46])[CH2:31][CH2:32]3)[CH2:4][O:5][C:6]=1[CH:7]=[N:8]2, predict the reactants needed to synthesize it. The reactants are: Br[CH2:2][CH:3]1[CH2:16][C:15]2[C:14]3[C:9](=[CH:10][CH:11]=[C:12]([O:18][CH3:19])[C:13]=3[F:17])[N:8]=[CH:7][C:6]=2[O:5][CH2:4]1.C(OC([N:27]1[CH2:32][CH2:31][CH:30]([NH2:33])[CH2:29][CH2:28]1)=O)(C)(C)C.[O:34]=[C:35]1[NH:40][C:39]2[CH:41]=[C:42]([C:45](O)=[O:46])[CH:43]=[CH:44][C:38]=2[S:37][CH2:36]1. (4) Given the product [NH2:10][C:9]1[N:1]=[CH:2][N:3]=[C:4]2[C:8]=1[N:7]=[CH:6][N:5]2[CH2:22][CH2:21][O:20][C:17](=[O:18])[CH3:19], predict the reactants needed to synthesize it. The reactants are: [N:1]1[C:9]([NH2:10])=[C:8]2[C:4]([N:5]=[CH:6][NH:7]2)=[N:3][CH:2]=1.C([O-])([O-])=O.[Cs+].[Cs+].[C:17]([O:20][CH2:21][CH2:22]Br)([CH3:19])=[O:18].CC(O)=O. (5) Given the product [C:22]([C:24]1[CH:25]=[CH:26][C:27]([F:31])=[C:28]([NH:29][C:2]2[C:11]3[C:6](=[CH:7][C:8]([O:17][CH2:18][CH2:19][O:20][CH3:21])=[C:9]([O:12][CH2:13][CH2:14][O:15][CH3:16])[CH:10]=3)[N:5]=[CH:4][N:3]=2)[CH:30]=1)#[CH:23], predict the reactants needed to synthesize it. The reactants are: Cl[C:2]1[C:11]2[C:6](=[CH:7][C:8]([O:17][CH2:18][CH2:19][O:20][CH3:21])=[C:9]([O:12][CH2:13][CH2:14][O:15][CH3:16])[CH:10]=2)[N:5]=[CH:4][N:3]=1.[C:22]([C:24]1[CH:25]=[CH:26][C:27]([F:31])=[C:28]([CH:30]=1)[NH2:29])#[CH:23]. (6) Given the product [CH3:33][C@@H:32]1[CH2:31][CH2:30][N:29]([C:4](=[O:6])[CH2:3][C:1]#[N:2])[CH2:28][C@@H:27]1[N:17]([CH3:16])[C:18]1[C:19]2[CH:26]=[CH:25][NH:24][C:20]=2[N:21]=[CH:22][N:23]=1, predict the reactants needed to synthesize it. The reactants are: [C:1]([CH2:3][C:4]([O:6]CC)=O)#[N:2].C(N(CC)CC)C.[CH3:16][N:17]([C@@H:27]1[C@H:32]([CH3:33])[CH2:31][CH2:30][NH:29][CH2:28]1)[C:18]1[C:19]2[CH:26]=[CH:25][NH:24][C:20]=2[N:21]=[CH:22][N:23]=1. (7) Given the product [Br:33][C:29]1[CH:30]=[C:31]([CH3:32])[C:26]([N:21]2[C:16]3[N:17]=[C:18]([CH3:20])[N:19]=[C:14]([N:11]4[CH2:12][CH2:13][CH:8]([CH2:6][OH:5])[CH2:9][CH2:10]4)[C:15]=3[C:23]([CH3:24])=[CH:22]2)=[C:27]([CH3:34])[CH:28]=1, predict the reactants needed to synthesize it. The reactants are: [BH4-].[Li+].C([O:5][C:6]([CH:8]1[CH2:13][CH2:12][N:11]([C:14]2[C:15]3[CH:23]([CH3:24])[C:22](=O)[N:21]([C:26]4[C:31]([CH3:32])=[CH:30][C:29]([Br:33])=[CH:28][C:27]=4[CH3:34])[C:16]=3[N:17]=[C:18]([CH3:20])[N:19]=2)[CH2:10][CH2:9]1)=O)C.Cl.[OH-].[Na+]. (8) Given the product [Br:5][C:6]1[CH:14]=[CH:13][C:9]([CH2:10][OH:11])=[C:8]([CH3:15])[CH:7]=1, predict the reactants needed to synthesize it. The reactants are: CSC.B.[Br:5][C:6]1[CH:14]=[CH:13][C:9]([C:10](O)=[O:11])=[C:8]([CH3:15])[CH:7]=1.S(C)C. (9) Given the product [O:1]1[C:5]2[CH:6]=[CH:7][C:8]([CH2:10][CH2:11][N:12]3[CH2:16][CH2:15][C@@H:14]([C:17]([C:27]4[CH:28]=[CH:29][CH:30]=[CH:31][CH:32]=4)([C:21]4[CH:26]=[CH:25][CH:24]=[CH:23][CH:22]=4)[C:18]([NH2:20])=[O:19])[CH2:13]3)=[CH:9][C:4]=2[CH2:3][CH2:2]1, predict the reactants needed to synthesize it. The reactants are: [O:1]1[C:5]2[CH:6]=[CH:7][C:8]([CH2:10][CH2:11][N:12]3[CH2:16][CH2:15][CH:14]([C:17]([C:27]4[CH:32]=[CH:31][CH:30]=[CH:29][CH:28]=4)([C:21]4[CH:26]=[CH:25][CH:24]=[CH:23][CH:22]=4)[C:18]([NH2:20])=[O:19])[CH2:13]3)=[CH:9][C:4]=2[CH:3]=[CH:2]1.C(O)CCC.Br. (10) Given the product [C:23]1([N:22]([CH2:21][CH2:20][C:18]([O:17][CH2:15][CH3:16])=[O:19])[C:7](=[O:8])[C:6]2[CH:10]=[CH:11][C:3]([NH:2][CH3:1])=[C:4]([N+:12]([O-:14])=[O:13])[CH:5]=2)[CH:28]=[CH:27][CH:26]=[CH:25][CH:24]=1, predict the reactants needed to synthesize it. The reactants are: [CH3:1][NH:2][C:3]1[CH:11]=[CH:10][C:6]([C:7](Cl)=[O:8])=[CH:5][C:4]=1[N+:12]([O-:14])=[O:13].[CH2:15]([O:17][C:18]([CH2:20][CH2:21][NH:22][C:23]1[CH:28]=[CH:27][CH:26]=[CH:25][CH:24]=1)=[O:19])[CH3:16].C(N(CC)CC)C.